This data is from Retrosynthesis with 50K atom-mapped reactions and 10 reaction types from USPTO. The task is: Predict the reactants needed to synthesize the given product. (1) Given the product CC(CCOC(=O)Oc1ccccc1C=CC(=O)OCCc1ccccc1)CCc1ccccc1, predict the reactants needed to synthesize it. The reactants are: CC(CCOC(=O)Cl)CCc1ccccc1.O=C(C=Cc1ccccc1O)OCCc1ccccc1. (2) The reactants are: Cc1ncccc1Oc1ccc([N+](=O)[O-])cn1. Given the product Cc1ncccc1Oc1ccc(N)cn1, predict the reactants needed to synthesize it. (3) The reactants are: CC(C)(C)[Si](C)(C)OC[C@@H]1C[C@@H](Oc2cc(Cl)ncn2)C[C@@H]1O[Si](C)(C)C(C)(C)C. Given the product CC(C)(C)[Si](C)(C)OC[C@@H]1C[C@@H](Oc2ccncn2)C[C@@H]1O[Si](C)(C)C(C)(C)C, predict the reactants needed to synthesize it. (4) Given the product O=S(CCn1ccnn1)Cc1ccc(OCc2coc(/C=C/c3ccc(S(=O)(=O)C(F)(F)F)cc3)n2)cc1, predict the reactants needed to synthesize it. The reactants are: O=S(=O)(c1ccc(C=Cc2nc(CCl)co2)cc1)C(F)(F)F.O=S(CCn1ccnn1)Cc1ccc(O)cc1. (5) Given the product Cc1cc(C)c(CNC(=O)c2ccc(C(C)(C)O)cc2)c(O)n1, predict the reactants needed to synthesize it. The reactants are: CC(C)(O)c1ccc(C(=O)O)cc1.Cc1cc(C)c(CN)c(O)n1. (6) Given the product O=C(NS(=O)(=O)N1CC(F)C1)c1cc(C2CC2)c(OCC2CCCCC2)cc1F, predict the reactants needed to synthesize it. The reactants are: NS(=O)(=O)N1CC(F)C1.O=C(O)c1cc(C2CC2)c(OCC2CCCCC2)cc1F. (7) The reactants are: COCCOc1ccc(N(Cc2cnccc2C)C2CCN([C@H](C)CCN)CC2)cc1.Cc1ccnc(Cl)c1C(=O)O. Given the product COCCOc1ccc(N(Cc2cnccc2C)C2CCN([C@H](C)CCNC(=O)c3c(C)ccnc3Cl)CC2)cc1, predict the reactants needed to synthesize it.